Dataset: Full USPTO retrosynthesis dataset with 1.9M reactions from patents (1976-2016). Task: Predict the reactants needed to synthesize the given product. (1) Given the product [NH2:22][C:19]1[CH:20]=[CH:21][C:16]([S:14]([N:24]=[C:3]([N:7]2[CH2:11][C:10]([CH3:12])([CH3:13])[CH:9]=[N:8]2)[NH:4][CH2:5][CH3:6])(=[O:15])=[O:23])=[CH:17][CH:18]=1, predict the reactants needed to synthesize it. The reactants are: CS[C:3]([N:7]1[CH2:11][C:10]([CH3:13])([CH3:12])[CH:9]=[N:8]1)=[N:4][CH2:5][CH3:6].[S:14]([NH2:24])(=[O:23])([C:16]1[CH:21]=[CH:20][C:19]([NH2:22])=[CH:18][CH:17]=1)=[O:15]. (2) Given the product [CH:20]1([C:16]2[NH:15][C:14]([I:13])=[CH:18][N:17]=2)[CH2:22][CH2:21]1, predict the reactants needed to synthesize it. The reactants are: C1(C2NC=CN=2)CC1.II.[OH-].[Na+].[I:13][C:14]1[N:15]=[C:16]([CH:20]2[CH2:22][CH2:21]2)[NH:17][C:18]=1I.S([O-])([O-])=O.[Na+].[Na+]. (3) Given the product [N+:1]([C:4]1[CH:9]=[CH:8][C:7]([S:10][CH2:24][C:25]2[CH:26]=[N:27][CH:28]=[CH:29][CH:30]=2)=[C:6]([C:11]([F:14])([F:12])[F:13])[CH:5]=1)([O-:3])=[O:2], predict the reactants needed to synthesize it. The reactants are: [N+:1]([C:4]1[CH:9]=[CH:8][C:7]([SH:10])=[C:6]([C:11]([F:14])([F:13])[F:12])[CH:5]=1)([O-:3])=[O:2].C(N(CC)CC)C.Cl.Cl[CH2:24][C:25]1[CH:26]=[N:27][CH:28]=[CH:29][CH:30]=1.O. (4) Given the product [CH2:12]([O:19][C:20]([N:22]1[CH2:26][CH2:25][CH2:24][C@@H:23]1[CH2:27][O:28][S:7]([C:4]1[CH:5]=[CH:6][C:1]([CH3:11])=[CH:2][CH:3]=1)(=[O:9])=[O:8])=[O:21])[C:13]1[CH:18]=[CH:17][CH:16]=[CH:15][CH:14]=1, predict the reactants needed to synthesize it. The reactants are: [C:1]1([CH3:11])[CH:6]=[CH:5][C:4]([S:7](Cl)(=[O:9])=[O:8])=[CH:3][CH:2]=1.[CH2:12]([O:19][C:20]([N:22]1[CH2:26][CH2:25][CH2:24][C@@H:23]1[CH2:27][OH:28])=[O:21])[C:13]1[CH:18]=[CH:17][CH:16]=[CH:15][CH:14]=1.O.C(OCC)C. (5) Given the product [Cl:34][C:7]1[CH:6]=[C:5]2[C:10]([C:11]([O:12][CH2:13][CH2:14][C@H:15]3[CH2:20][CH2:19][CH2:18][CH2:17][NH:16]3)=[C:2]([C:38]3[CH:39]=[C:40]([CH3:42])[CH:41]=[C:36]([CH3:35])[CH:37]=3)[CH:3]=[N:4]2)=[CH:9][C:8]=1[C:28]1[CH:29]=[N:30][N:31]([CH3:33])[CH:32]=1.[C:51]([OH:57])([C:53]([F:56])([F:55])[F:54])=[O:52], predict the reactants needed to synthesize it. The reactants are: Br[C:2]1[CH:3]=[N:4][C:5]2[C:10]([C:11]=1[O:12][CH2:13][CH2:14][C@H:15]1[CH2:20][CH2:19][CH2:18][CH2:17][N:16]1C(OC(C)(C)C)=O)=[CH:9][C:8]([C:28]1[CH:29]=[N:30][N:31]([CH3:33])[CH:32]=1)=[C:7]([Cl:34])[CH:6]=2.[CH3:35][C:36]1[CH:37]=[C:38](B(O)O)[CH:39]=[C:40]([CH3:42])[CH:41]=1.C1COCC1.[C:51]([OH:57])([C:53]([F:56])([F:55])[F:54])=[O:52].C(Cl)Cl. (6) Given the product [CH:18]1([C:17]2[C:16]3[C:11](=[CH:12][C:13]([C:24]([O:26][CH3:27])=[O:25])=[CH:14][CH:15]=3)[N:10]3[CH:39]([OH:40])[C:32]4[C:33]([C:9]=23)=[CH:34][CH:35]=[C:30]([O:29][CH3:28])[CH:31]=4)[CH2:23][CH2:22][CH2:21][CH2:20][CH2:19]1, predict the reactants needed to synthesize it. The reactants are: C(O)(C(F)(F)F)=O.Br[C:9]1[NH:10][C:11]2[C:16]([C:17]=1[CH:18]1[CH2:23][CH2:22][CH2:21][CH2:20][CH2:19]1)=[CH:15][CH:14]=[C:13]([C:24]([O:26][CH3:27])=[O:25])[CH:12]=2.[CH3:28][O:29][C:30]1[CH:35]=[CH:34][C:33](B(O)O)=[C:32]([CH:39]=[O:40])[CH:31]=1.[Li+].[Cl-].C([O-])([O-])=O.[Na+].[Na+].